This data is from Forward reaction prediction with 1.9M reactions from USPTO patents (1976-2016). The task is: Predict the product of the given reaction. (1) Given the reactants [CH3:1][S:2]([C:5]1[CH:6]=[C:7]([CH:11]=[CH:12][CH:13]=1)[C:8]([OH:10])=[O:9])(=[O:4])=[O:3].S(=O)(=O)(O)O.[N+:19]([O-])([OH:21])=[O:20], predict the reaction product. The product is: [CH3:1][S:2]([C:5]1[CH:6]=[C:7]([CH:11]=[C:12]([N+:19]([O-:21])=[O:20])[CH:13]=1)[C:8]([OH:10])=[O:9])(=[O:3])=[O:4]. (2) Given the reactants [H-].[Na+].[Cl:3][C:4]1[CH:5]=[CH:6][C:7]([O:19][CH2:20][CH:21]([CH3:23])[CH3:22])=[C:8]([CH2:10][N:11]2[C:15]([CH3:16])=[CH:14][C:13]([C:17]#[N:18])=[N:12]2)[CH:9]=1.[CH3:24][OH:25], predict the reaction product. The product is: [ClH:3].[Cl:3][C:4]1[CH:5]=[CH:6][C:7]([O:19][CH2:20][CH:21]([CH3:23])[CH3:22])=[C:8]([CH2:10][N:11]2[C:15]([CH3:16])=[CH:14][C:13]([C:17](=[NH:18])[O:25][CH3:24])=[N:12]2)[CH:9]=1. (3) Given the reactants [Cl:1][C:2]1[CH:7]=[C:6]([O:8][C:9]2[CH:14]=[CH:13][C:12]([CH:15]=[CH2:16])=[CH:11][CH:10]=2)[CH:5]=[CH:4][C:3]=1[CH3:17].B1C2CCCC1CCC2.C1C[O:30]CC1, predict the reaction product. The product is: [Cl:1][C:2]1[CH:7]=[C:6]([O:8][C:9]2[CH:14]=[CH:13][C:12]([CH2:15][CH2:16][OH:30])=[CH:11][CH:10]=2)[CH:5]=[CH:4][C:3]=1[CH3:17]. (4) Given the reactants Cl[C:2]1[N:3]=[C:4]([NH:11][C:12]2[C:17]([CH3:18])=[CH:16][C:15]([CH3:19])=[CH:14][C:13]=2[CH3:20])[C:5]2[S:10][CH:9]=[CH:8][C:6]=2[N:7]=1.C(O)(C(F)(F)F)=O.[NH2:28][C:29]1[CH:36]=[CH:35][C:32]([C:33]#[N:34])=[CH:31][CH:30]=1, predict the reaction product. The product is: [C:13]1([CH3:20])[CH:14]=[C:15]([CH3:19])[CH:16]=[C:17]([CH3:18])[C:12]=1[NH:11][C:4]1[C:5]2[S:10][CH:9]=[CH:8][C:6]=2[N:7]=[C:2]([NH:28][C:29]2[CH:36]=[CH:35][C:32]([C:33]#[N:34])=[CH:31][CH:30]=2)[N:3]=1. (5) The product is: [CH3:5][O:6][C:7](=[O:32])[CH2:8][CH2:9][CH2:10]/[CH:11]=[CH:12]\[CH2:13][N:14]1[C:15](=[O:31])[CH2:16][CH2:17][CH2:18][CH:19]1/[CH:20]=[CH:21]/[CH:22]([OH:30])[CH2:23][C:24]1[CH:29]=[CH:28][CH:27]=[CH:26][CH:25]=1. Given the reactants [BH4-].[Na+].CO.[CH3:5][O:6][C:7](=[O:32])[CH2:8][CH2:9][CH2:10]/[CH:11]=[CH:12]\[CH2:13][N:14]1[CH:19](/[CH:20]=[CH:21]/[C:22](=[O:30])[CH2:23][C:24]2[CH:29]=[CH:28][CH:27]=[CH:26][CH:25]=2)[CH2:18][CH2:17][CH2:16][C:15]1=[O:31], predict the reaction product. (6) Given the reactants [C:1]([C:3]1[NH:4][C:5]([C:8]2[CH:9]=[C:10]([CH:15]=[CH:16][C:17]=2[CH3:18])[C:11]([O:13][CH3:14])=[O:12])=[CH:6][N:7]=1)#[N:2].CN(C=O)C.C1C(=O)N([Cl:31])C(=O)C1, predict the reaction product. The product is: [Cl:31][C:6]1[N:7]=[C:3]([C:1]#[N:2])[NH:4][C:5]=1[C:8]1[CH:9]=[C:10]([CH:15]=[CH:16][C:17]=1[CH3:18])[C:11]([O:13][CH3:14])=[O:12].